This data is from Forward reaction prediction with 1.9M reactions from USPTO patents (1976-2016). The task is: Predict the product of the given reaction. Given the reactants [C:1]([O:5][C:6]([NH:8][C@@H:9]([CH2:14]I)[C:10]([O:12][CH3:13])=[O:11])=[O:7])([CH3:4])([CH3:3])[CH3:2].[Li+].[Cl-].C([Cu])#N.[CH2:21](Br)[CH:22]=[CH2:23], predict the reaction product. The product is: [C:1]([O:5][C:6]([NH:8][C@@H:9]([CH2:14][CH2:23][CH:22]=[CH2:21])[C:10]([O:12][CH3:13])=[O:11])=[O:7])([CH3:4])([CH3:3])[CH3:2].